This data is from Catalyst prediction with 721,799 reactions and 888 catalyst types from USPTO. The task is: Predict which catalyst facilitates the given reaction. (1) Reactant: [C:1]([C:3]1[CH:11]=[CH:10][C:6]([C:7]([OH:9])=[O:8])=[CH:5][N:4]=1)#[N:2].C([O-])([O-])=O.[Cs+].[Cs+].[CH2:18](Br)[CH:19]=[CH2:20].O. Product: [CH2:20]([O:8][C:7](=[O:9])[C:6]1[CH:10]=[CH:11][C:3]([C:1]#[N:2])=[N:4][CH:5]=1)[CH:19]=[CH2:18]. The catalyst class is: 1. (2) Reactant: [Si:1]([O:8][CH:9]([C:44]1[CH:49]=[CH:48][C:47]([F:50])=[CH:46][CH:45]=1)[CH2:10][CH2:11][CH:12]([C:30](N1C(C2C=CC=CC=2)COC1=O)=[O:31])[CH:13]([C:22]1[CH:23]=[C:24]([CH:27]=[CH:28][CH:29]=1)[C:25]#[N:26])[NH:14][C:15]1[CH:20]=[CH:19][C:18]([F:21])=[CH:17][CH:16]=1)([C:4]([CH3:7])([CH3:6])[CH3:5])([CH3:3])[CH3:2].C[Si](C([Si](C)(C)C)C(N)=O)(C)C.[F-].C([N+](CCCC)(CCCC)CCCC)CCC.COC(C)(C)C. Product: [Si:1]([O:8][CH:9]([C:44]1[CH:45]=[CH:46][C:47]([F:50])=[CH:48][CH:49]=1)[CH2:10][CH2:11][CH:12]1[C:30](=[O:31])[N:14]([C:15]2[CH:16]=[CH:17][C:18]([F:21])=[CH:19][CH:20]=2)[CH:13]1[C:22]1[CH:23]=[C:24]([CH:27]=[CH:28][CH:29]=1)[C:25]#[N:26])([C:4]([CH3:5])([CH3:6])[CH3:7])([CH3:3])[CH3:2]. The catalyst class is: 15. (3) Reactant: [OH:1][CH:2]([C:11]1[CH:16]=[CH:15][C:14]([CH2:17][O:18][Si:19]([CH:26]([CH3:28])[CH3:27])([CH:23]([CH3:25])[CH3:24])[CH:20]([CH3:22])[CH3:21])=[CH:13][CH:12]=1)[C:3]1[CH:4]=[C:5]([CH:8]=[CH:9][CH:10]=1)[C:6]#[N:7].[O:29]1[CH:34]=[CH:33][CH2:32][CH2:31][CH2:30]1.ClCCl.C1(C)C=CC(S([O-])(=O)=O)=CC=1.[NH+]1C=CC=CC=1. Product: [O:29]1[CH2:34][CH2:33][CH2:32][CH2:31][CH:30]1[O:1][CH:2]([C:11]1[CH:16]=[CH:15][C:14]([CH2:17][O:18][Si:19]([CH:23]([CH3:25])[CH3:24])([CH:26]([CH3:28])[CH3:27])[CH:20]([CH3:21])[CH3:22])=[CH:13][CH:12]=1)[C:3]1[CH:4]=[C:5]([CH:8]=[CH:9][CH:10]=1)[C:6]#[N:7]. The catalyst class is: 662. (4) Reactant: [Cl-].[NH4+:2].C1(C)C=CC=CC=1.C[Al](C)C.[Cl:14][C:15]1[N:16]=[CH:17][C:18]([C:21]([O:23]C)=O)=[N:19][CH:20]=1.C(=O)([O-])O.[Na+]. Product: [Cl:14][C:15]1[N:16]=[CH:17][C:18]([C:21]([NH2:2])=[O:23])=[N:19][CH:20]=1. The catalyst class is: 638. (5) Reactant: [N+:1]([CH3:4])([O-:3])=[O:2].[Li]CCCC.[Br:10][C:11]1[CH:12]=[C:13]([CH:22]=[C:23]([F:25])[CH:24]=1)/[CH:14]=[N:15]/[S@:16]([C:18]([CH3:21])([CH3:20])[CH3:19])=[O:17]. Product: [Br:10][C:11]1[CH:12]=[C:13]([C@H:14]([NH:15][S@:16]([C:18]([CH3:21])([CH3:20])[CH3:19])=[O:17])[CH2:4][N+:1]([O-:3])=[O:2])[CH:22]=[C:23]([F:25])[CH:24]=1. The catalyst class is: 1. (6) Reactant: Br[C:2]1[CH:3]=[CH:4][C:5]2[C:9]([CH:10]=1)=[N:8][N:7]([CH3:11])[C:6]=2[Cl:12].[CH3:13][NH:14][C:15]1[CH:20]=[CH:19][CH:18]=[CH:17][CH:16]=1.CC1(C)C2C(=C(P(C3C=CC=CC=3)C3C=CC=CC=3)C=CC=2)OC2C(P(C3C=CC=CC=3)C3C=CC=CC=3)=CC=CC1=2.CC([O-])(C)C.[K+]. Product: [Cl:12][C:6]1[N:7]([CH3:11])[N:8]=[C:9]2[C:5]=1[CH:4]=[CH:3][C:2]([N:14]([CH3:13])[C:15]1[CH:20]=[CH:19][CH:18]=[CH:17][CH:16]=1)=[CH:10]2. The catalyst class is: 101.